This data is from Full USPTO retrosynthesis dataset with 1.9M reactions from patents (1976-2016). The task is: Predict the reactants needed to synthesize the given product. (1) Given the product [CH2:1]([N:5]([CH2:43][CH2:44][CH2:45][CH3:46])[C:6]([C:8]1[N:9]=[C:10]([C:54]2[CH:63]=[CH:62][C:57]([C:58]([O:60][CH3:61])=[O:59])=[CH:56][C:55]=2[C:64]([O:66][CH2:67][C:68]2[CH:69]=[CH:70][CH:71]=[CH:72][CH:73]=2)=[O:65])[N:11]([CH2:13][O:14][CH2:15][CH2:16][Si:17]([CH3:19])([CH3:18])[CH3:20])[CH:12]=1)=[O:7])[CH2:2][CH2:3][CH3:4], predict the reactants needed to synthesize it. The reactants are: [CH2:1]([N:5]([CH2:43][CH2:44][CH2:45][CH3:46])[C:6]([C:8]1[N:9]=[C:10](C2C=CC(C(OC)=O)=CC=2C(N2CCC3C(=CC=CC=3)C2)=O)[N:11]([CH2:13][O:14][CH2:15][CH2:16][Si:17]([CH3:20])([CH3:19])[CH3:18])[CH:12]=1)=[O:7])[CH2:2][CH2:3][CH3:4].CC1(C)COB([C:54]2[CH:63]=[CH:62][C:57]([C:58]([O:60][CH3:61])=[O:59])=[CH:56][C:55]=2[C:64]([O:66][CH2:67][C:68]2[CH:73]=[CH:72][CH:71]=[CH:70][CH:69]=2)=[O:65])OC1.BrC1N(COCC[Si](C)(C)C)C=C(C(N(CCCC)CCCC)=O)N=1. (2) The reactants are: Cl.[NH2:2][C:3]1[N:8]=[C:7]2[N:9]([CH3:21])[N:10]=[C:11]([C:12]3[CH:17]=[C:16]([F:18])[C:15]([OH:19])=[C:14]([Br:20])[CH:13]=3)[C:6]2=[CH:5][N:4]=1.C([O-])([O-])=O.[K+].[K+].Br[CH2:29][CH2:30][OH:31]. Given the product [NH2:2][C:3]1[N:8]=[C:7]2[N:9]([CH3:21])[N:10]=[C:11]([C:12]3[CH:17]=[C:16]([F:18])[C:15]([O:19][CH2:29][CH2:30][OH:31])=[C:14]([Br:20])[CH:13]=3)[C:6]2=[CH:5][N:4]=1, predict the reactants needed to synthesize it. (3) Given the product [Cl:8][C:5]1[N:4]=[C:3]([Cl:9])[C:2]([CH:14]([C:13]2[CH:16]=[CH:17][CH:18]=[CH:19][C:12]=2[O:11][CH3:10])[OH:15])=[CH:7][N:6]=1, predict the reactants needed to synthesize it. The reactants are: Br[C:2]1[C:3]([Cl:9])=[N:4][C:5]([Cl:8])=[N:6][CH:7]=1.[CH3:10][O:11][C:12]1[CH:19]=[CH:18][CH:17]=[CH:16][C:13]=1[CH:14]=[O:15]. (4) Given the product [CH3:23][C:1]1([C:11](=[O:20])[C:12]([O:14][CH3:15])=[O:13])[C:10]2[C:5](=[CH:6][CH:7]=[CH:8][CH:9]=2)[CH2:4][CH2:3][CH2:2]1, predict the reactants needed to synthesize it. The reactants are: [C:1]1(=[C:11](/NC=O)\[C:12]([O:14][CH2:15]C)=[O:13])\[CH2:2][CH2:3][CH2:4][C:5]2[C:10]\1=[CH:9][CH:8]=[CH:7][CH:6]=2.[OH-:20].[Na+].I[CH3:23]. (5) Given the product [Br:1][C:2]1[S:3][C:4]([Cl:18])=[CH:5][C:6]=1[C:7]([NH2:25])=[O:9], predict the reactants needed to synthesize it. The reactants are: [Br:1][C:2]1[S:3][CH:4]=[CH:5][C:6]=1[C:7]([OH:9])=O.ClN1C(=O)CCC1=O.[ClH:18].C(Cl)(=O)C(Cl)=O.[NH3:25].